From a dataset of Forward reaction prediction with 1.9M reactions from USPTO patents (1976-2016). Predict the product of the given reaction. (1) The product is: [NH:11]([C:2]1[N:7]=[CH:6][C:5]([CH2:8][CH3:9])=[CH:4][N:3]=1)[NH2:12]. Given the reactants Cl[C:2]1[N:7]=[CH:6][C:5]([CH2:8][CH3:9])=[CH:4][N:3]=1.O.[NH2:11][NH2:12], predict the reaction product. (2) Given the reactants [CH2:1]([NH:8][C:9]1[N:14]2[N:15]=[CH:16][C:17]([C:18](O)=[O:19])=[C:13]2[N:12]=[CH:11][C:10]=1[C:21]([N:23]1[CH2:28][CH2:27][CH:26]([C:29]2[CH:34]=[CH:33][CH:32]=[CH:31][C:30]=2[O:35][CH3:36])[CH2:25][CH2:24]1)=[O:22])[C:2]1[CH:7]=[CH:6][CH:5]=[CH:4][CH:3]=1.[CH3:37][S:38]([NH2:41])(=[O:40])=[O:39], predict the reaction product. The product is: [CH2:1]([NH:8][C:9]1[N:14]2[N:15]=[CH:16][C:17]([C:18]([NH:41][S:38]([CH3:37])(=[O:40])=[O:39])=[O:19])=[C:13]2[N:12]=[CH:11][C:10]=1[C:21]([N:23]1[CH2:24][CH2:25][CH:26]([C:29]2[CH:34]=[CH:33][CH:32]=[CH:31][C:30]=2[O:35][CH3:36])[CH2:27][CH2:28]1)=[O:22])[C:2]1[CH:3]=[CH:4][CH:5]=[CH:6][CH:7]=1. (3) Given the reactants [O:1]=[C:2]1[CH2:6][S:5][C:4](=[S:7])[N:3]1[C:8]1[CH:16]=[CH:15][C:11]([C:12]([OH:14])=[O:13])=[CH:10][CH:9]=1.N1CCCCC1.[CH:23](=O)[CH:24]=[CH:25][C:26]1[CH:31]=[CH:30][CH:29]=[CH:28][CH:27]=1, predict the reaction product. The product is: [O:1]=[C:2]1[C:6](=[CH:23][CH:24]=[CH:25][C:26]2[CH:31]=[CH:30][CH:29]=[CH:28][CH:27]=2)[S:5][C:4](=[S:7])[N:3]1[C:8]1[CH:9]=[CH:10][C:11]([C:12]([OH:14])=[O:13])=[CH:15][CH:16]=1. (4) Given the reactants [NH:1]1[C:9]2[C:4](=[CH:5][CH:6]=[CH:7][CH:8]=2)[C:3]([C:10]([OH:12])=O)=[CH:2]1.C(Cl)(=O)C(Cl)=O.Cl.[CH3:20][NH:21][O:22][CH3:23].C(N(CC)CC)C, predict the reaction product. The product is: [CH3:23][O:22][N:21]([CH3:20])[C:10]([C:3]1[C:4]2[C:9](=[CH:8][CH:7]=[CH:6][CH:5]=2)[NH:1][CH:2]=1)=[O:12]. (5) Given the reactants [C:1]([C:4]1[C:22](=[O:23])[C@@:8]2([CH3:24])[C:9]3[C:15]([OH:16])=[CH:14][C:13]([O:17][CH3:18])=[C:12]([C:19]([NH2:21])=[O:20])[C:10]=3[O:11][C:7]2=[CH:6][C:5]=1[OH:25])(=[O:3])[CH3:2].[F:26][C:27]1[CH:34]=[CH:33][C:30]([CH:31]=O)=[CH:29][CH:28]=1.C([SiH](CC)CC)C.FC(F)(F)C(O)=O, predict the reaction product. The product is: [C:1]([C:4]1[C:22](=[O:23])[C@@:8]2([CH3:24])[C:9]3[C:15]([OH:16])=[CH:14][C:13]([O:17][CH3:18])=[C:12]([C:19]([NH:21][CH2:31][C:30]4[CH:33]=[CH:34][C:27]([F:26])=[CH:28][CH:29]=4)=[O:20])[C:10]=3[O:11][C:7]2=[CH:6][C:5]=1[OH:25])(=[O:3])[CH3:2]. (6) Given the reactants [F:1][C:2]1[CH:19]=[CH:18][C:5]([CH2:6][CH:7]2[CH2:12][CH2:11][N:10]([C:13](=[O:17])[C:14]([OH:16])=O)[CH2:9][CH2:8]2)=[CH:4][CH:3]=1.C(N(CC)CC)C.[NH2:27][C:28]1[CH:29]=[C:30]2[C:34](=[CH:35][CH:36]=1)[NH:33][C:32](=[O:37])[CH2:31]2.CN(C(ON1N=NC2C=CC=CC1=2)=[N+](C)C)C.F[P-](F)(F)(F)(F)F, predict the reaction product. The product is: [F:1][C:2]1[CH:3]=[CH:4][C:5]([CH2:6][CH:7]2[CH2:8][CH2:9][N:10]([C:13](=[O:17])[C:14]([NH:27][C:28]3[CH:29]=[C:30]4[C:34](=[CH:35][CH:36]=3)[NH:33][C:32](=[O:37])[CH2:31]4)=[O:16])[CH2:11][CH2:12]2)=[CH:18][CH:19]=1.